From a dataset of Forward reaction prediction with 1.9M reactions from USPTO patents (1976-2016). Predict the product of the given reaction. (1) Given the reactants [Cl:1][C:2]1[C:3]2[CH:24]=[CH:23][CH:22]=[CH:21][C:4]=2[S:5][C:6]=1[CH2:7][O:8][C:9]1[CH:17]=[CH:16][CH:15]=[C:11]([C:12](O)=[O:13])[C:10]=1[C:18]([OH:20])=O.Cl.[NH2:26][CH:27]1[CH2:33][CH2:32][C:31](=[O:34])[NH:30][C:28]1=[O:29], predict the reaction product. The product is: [Cl:1][C:2]1[C:3]2[CH:24]=[CH:23][CH:22]=[CH:21][C:4]=2[S:5][C:6]=1[CH2:7][O:8][C:9]1[CH:17]=[CH:16][CH:15]=[C:11]2[C:10]=1[C:18](=[O:20])[N:26]([CH:27]1[CH2:33][CH2:32][C:31](=[O:34])[NH:30][C:28]1=[O:29])[C:12]2=[O:13]. (2) Given the reactants C([N:3](CC)CC)C.[CH3:8][C:9]([C:27]1[CH:32]=[CH:31][C:30]([C:33]2[N:38]=[N:37][C:36]([NH:39][NH:40][C:41](=O)[CH2:42][CH:43]3[CH2:48][CH2:47][N:46]([C:49]([O:51][C:52]([CH3:55])([CH3:54])[CH3:53])=[O:50])[CH2:45][CH2:44]3)=[CH:35][CH:34]=2)=[CH:29][CH:28]=1)([C:13]1[CH:18]=[CH:17][C:16]([O:19][CH2:20][C:21]2[CH:26]=[CH:25][CH:24]=[CH:23][N:22]=2)=[CH:15][CH:14]=1)[CH:10]([CH3:12])[CH3:11], predict the reaction product. The product is: [OH-:19].[NH4+:3].[CH3:8][C:9]([C:27]1[CH:32]=[CH:31][C:30]([C:33]2[CH:34]=[CH:35][C:36]3[N:37]([C:41]([CH2:42][CH:43]4[CH2:44][CH2:45][N:46]([C:49]([O:51][C:52]([CH3:55])([CH3:54])[CH3:53])=[O:50])[CH2:47][CH2:48]4)=[N:40][N:39]=3)[N:38]=2)=[CH:29][CH:28]=1)([C:13]1[CH:14]=[CH:15][C:16]([O:19][CH2:20][C:21]2[CH:26]=[CH:25][CH:24]=[CH:23][N:22]=2)=[CH:17][CH:18]=1)[CH:10]([CH3:12])[CH3:11]. (3) Given the reactants [CH:1]1([C:6]([OH:8])=[O:7])[CH2:5][CH:4]=[CH:3][CH2:2]1.[C:9]([Li])(C)(C)C.IC, predict the reaction product. The product is: [CH3:9][C:1]1([C:6]([OH:8])=[O:7])[CH2:5][CH:4]=[CH:3][CH2:2]1.